This data is from Catalyst prediction with 721,799 reactions and 888 catalyst types from USPTO. The task is: Predict which catalyst facilitates the given reaction. (1) Reactant: Cl[C:2]1[N:3]=[N+:4]([O-:12])[C:5]2[CH:11]=[CH:10][CH:9]=[CH:8][C:6]=2[N:7]=1.[CH3:13][O:14][CH2:15][CH2:16][C:17]1[CH:18]=[C:19]([CH:21]=[CH:22][CH:23]=1)[NH2:20]. Product: [CH3:13][O:14][CH2:15][CH2:16][C:17]1[CH:18]=[C:19]([NH:20][C:2]2[N:3]=[N+:4]([O-:12])[C:5]3[CH:11]=[CH:10][CH:9]=[CH:8][C:6]=3[N:7]=2)[CH:21]=[CH:22][CH:23]=1. The catalyst class is: 16. (2) Product: [Br:1][C:2]1[C:3]([C:9]2[S:13][C:12]3[CH:14]=[CH:15][C:16]([O:18][CH2:19][C@@H:20]4[CH2:24][CH2:23][CH2:22][N:21]4[C:25]([O:27][C:28]([CH3:31])([CH3:30])[CH3:29])=[O:26])=[CH:17][C:11]=3[CH:10]=2)=[N:4][C:5]([NH:32][CH2:33][CH2:34][N:35]2[C:39]([CH3:40])([CH3:41])[C:38](=[O:42])[NH:37][C:36]2=[O:43])=[N:6][CH:7]=1. The catalyst class is: 133. Reactant: [Br:1][C:2]1[C:3]([C:9]2[S:13][C:12]3[CH:14]=[CH:15][C:16]([O:18][CH2:19][C@@H:20]4[CH2:24][CH2:23][CH2:22][N:21]4[C:25]([O:27][C:28]([CH3:31])([CH3:30])[CH3:29])=[O:26])=[CH:17][C:11]=3[CH:10]=2)=[N:4][C:5](Cl)=[N:6][CH:7]=1.[NH2:32][CH2:33][CH2:34][N:35]1[C:39]([CH3:41])([CH3:40])[C:38](=[O:42])[NH:37][C:36]1=[O:43].C(N(CC)CC)C. (3) Reactant: [NH2:1][C:2]1[CH:13]=[CH:12][C:11]([C:14]([F:17])([F:16])[F:15])=[CH:10][C:3]=1[C:4]([O:6][CH2:7][CH:8]=[CH2:9])=[O:5].[C:18](Cl)(Cl)=[O:19].[CH2:22]([N:24](CC)CC)[CH3:23].C(N)C. Product: [CH2:22]([NH:24][C:18](=[O:19])[NH:1][C:2]1[CH:13]=[CH:12][C:11]([C:14]([F:15])([F:16])[F:17])=[CH:10][C:3]=1[C:4]([O:6][CH2:7][CH:8]=[CH2:9])=[O:5])[CH3:23]. The catalyst class is: 49. (4) Reactant: Cl[CH2:2][CH2:3][CH2:4]/[C:5](/[C:21]1O[C:23]([C:26]2[CH:31]=[CH:30][C:29]([F:32])=[CH:28][CH:27]=2)=[N:24][N:25]=1)=[CH:6]\[C:7]1[CH:12]=[CH:11][C:10]([N:13]2[CH:17]=[C:16]([CH3:18])[N:15]=[CH:14]2)=[C:9]([O:19][CH3:20])[CH:8]=1.C([O-])(=O)C.[NH4+:37]. Product: [F:32][C:29]1[CH:30]=[CH:31][C:26]([C:23]2[N:37]=[C:21]3/[C:5](=[CH:6]/[C:7]4[CH:12]=[CH:11][C:10]([N:13]5[CH:17]=[C:16]([CH3:18])[N:15]=[CH:14]5)=[C:9]([O:19][CH3:20])[CH:8]=4)/[CH2:4][CH2:3][CH2:2][N:25]3[N:24]=2)=[CH:27][CH:28]=1. The catalyst class is: 15. (5) Reactant: Cl[C:2]1[CH:7]=[N:6][CH:5]=[C:4]([Cl:8])[N:3]=1.[CH:9]([NH2:12])([CH3:11])[CH3:10].CCN(CC)CC. Product: [Cl:8][C:4]1[N:3]=[C:2]([NH:12][CH:9]([CH3:11])[CH3:10])[CH:7]=[N:6][CH:5]=1. The catalyst class is: 1.